This data is from Forward reaction prediction with 1.9M reactions from USPTO patents (1976-2016). The task is: Predict the product of the given reaction. (1) Given the reactants FC(F)(F)C(O)=O.[O:8]1CCO[CH:9]1[CH2:13][N:14]1[C:23]2[C:18](=[CH:19][CH:20]=[CH:21][CH:22]=2)[CH:17]=[C:16]([CH3:24])[C:15]1=[O:25], predict the reaction product. The product is: [CH3:24][C:16]1[C:15](=[O:25])[N:14]([CH2:13][CH:9]=[O:8])[C:23]2[C:18]([CH:17]=1)=[CH:19][CH:20]=[CH:21][CH:22]=2. (2) Given the reactants P(O[CH2:10][C:11]#[N:12])(OCC)(OCC)=O.CC(C)([O-])C.[K+].O=[C:20]1[CH2:23][N:22]([C:24]([O:26][C:27]([CH3:30])([CH3:29])[CH3:28])=[O:25])[CH2:21]1, predict the reaction product. The product is: [C:11]([CH:10]=[C:20]1[CH2:23][N:22]([C:24]([O:26][C:27]([CH3:30])([CH3:29])[CH3:28])=[O:25])[CH2:21]1)#[N:12]. (3) Given the reactants C([O:4][C@@H:5]1[C@@H:10]([O:11]C(=O)C)[CH:9]=[CH:8][O:7][C@H:6]1[CH3:15])(=O)C.C([O-])([O-])=O.[K+].[K+], predict the reaction product. The product is: [CH3:15][C@H:6]1[C@H:5]([OH:4])[C@@H:10]([OH:11])[CH:9]=[CH:8][O:7]1. (4) Given the reactants [CH2:1]([S:8][CH2:9][C@H:10]([NH:15][C:16](=[O:38])[CH2:17][N:18]1[CH:22]=[C:21]([CH2:23][O:24][C:25]2[CH:37]=[CH:36][C:28]3[N:29]=[C:30]([S:32](=[O:35])(=[O:34])[NH2:33])[S:31][C:27]=3[CH:26]=2)[N:20]=[N:19]1)[C:11]([O:13]C)=[O:12])[C:2]1[CH:7]=[CH:6][CH:5]=[CH:4][CH:3]=1.[Li+].[OH-], predict the reaction product. The product is: [CH2:1]([S:8][CH2:9][C@H:10]([NH:15][C:16](=[O:38])[CH2:17][N:18]1[CH:22]=[C:21]([CH2:23][O:24][C:25]2[CH:37]=[CH:36][C:28]3[N:29]=[C:30]([S:32](=[O:34])(=[O:35])[NH2:33])[S:31][C:27]=3[CH:26]=2)[N:20]=[N:19]1)[C:11]([OH:13])=[O:12])[C:2]1[CH:3]=[CH:4][CH:5]=[CH:6][CH:7]=1. (5) Given the reactants FC(F)(F)C(O)=O.ClCCl.[NH2:11][C:12]1[N:17]=[CH:16][N:15]=[C:14]2[N:18]([CH:37]3[CH2:42][CH2:41][N:40]([CH:43]4[CH2:48][CH2:47][N:46]([CH3:49])[CH2:45][CH2:44]4)[CH2:39][CH2:38]3)[N:19]=[C:20]([C:21]3[CH:26]=[CH:25][C:24]([NH:27]C(=O)OC(C)(C)C)=[C:23]([O:35][CH3:36])[CH:22]=3)[C:13]=12, predict the reaction product. The product is: [NH2:27][C:24]1[CH:25]=[CH:26][C:21]([C:20]2[C:13]3[C:14](=[N:15][CH:16]=[N:17][C:12]=3[NH2:11])[N:18]([CH:37]3[CH2:42][CH2:41][N:40]([CH:43]4[CH2:48][CH2:47][N:46]([CH3:49])[CH2:45][CH2:44]4)[CH2:39][CH2:38]3)[N:19]=2)=[CH:22][C:23]=1[O:35][CH3:36].